This data is from Peptide-MHC class I binding affinity with 185,985 pairs from IEDB/IMGT. The task is: Regression. Given a peptide amino acid sequence and an MHC pseudo amino acid sequence, predict their binding affinity value. This is MHC class I binding data. (1) The peptide sequence is RILQRALFM. The MHC is HLA-A02:01 with pseudo-sequence HLA-A02:01. The binding affinity (normalized) is 0.00967. (2) The binding affinity (normalized) is 0.0730. The peptide sequence is SPVLRLFFL. The MHC is HLA-B53:01 with pseudo-sequence HLA-B53:01. (3) The peptide sequence is AMIDNYNKF. The MHC is HLA-A23:01 with pseudo-sequence HLA-A23:01. The binding affinity (normalized) is 0.812. (4) The peptide sequence is FIRDCSVAL. The MHC is HLA-A02:03 with pseudo-sequence HLA-A02:03. The binding affinity (normalized) is 1.00. (5) The peptide sequence is PSEKRIGAY. The MHC is HLA-A69:01 with pseudo-sequence HLA-A69:01. The binding affinity (normalized) is 0.0847. (6) The peptide sequence is VASGLLWVAE. The MHC is HLA-B57:01 with pseudo-sequence HLA-B57:01. The binding affinity (normalized) is 0.